From a dataset of Full USPTO retrosynthesis dataset with 1.9M reactions from patents (1976-2016). Predict the reactants needed to synthesize the given product. Given the product [Cl:27][C:5]1[C:6]2[CH2:12][CH2:11][N:10]([C:13]3[C:18]([C:19]([F:22])([F:21])[F:20])=[CH:17][CH:16]=[CH:15][N:14]=3)[CH2:9][CH2:8][C:7]=2[N:23]=[C:3]([S:2][CH3:1])[N:4]=1, predict the reactants needed to synthesize it. The reactants are: [CH3:1][S:2][C:3]1[N:4]=[C:5](O)[C:6]2[CH2:12][CH2:11][N:10]([C:13]3[C:18]([C:19]([F:22])([F:21])[F:20])=[CH:17][CH:16]=[CH:15][N:14]=3)[CH2:9][CH2:8][C:7]=2[N:23]=1.O=P(Cl)(Cl)[Cl:27].